This data is from Forward reaction prediction with 1.9M reactions from USPTO patents (1976-2016). The task is: Predict the product of the given reaction. Given the reactants C[O:2][C:3]1[CH:8]=[CH:7][N:6]=[CH:5][CH:4]=1.Cl[C:10]([O:12][CH2:13][C:14]1[CH:19]=[CH:18][CH:17]=[CH:16][CH:15]=1)=[O:11].[CH:20]1([Mg]Cl)[CH2:25][CH2:24][CH2:23][CH2:22][CH2:21]1, predict the reaction product. The product is: [CH:20]1([CH:7]2[CH2:8][C:3](=[O:2])[CH:4]=[CH:5][N:6]2[C:10]([O:12][CH2:13][C:14]2[CH:19]=[CH:18][CH:17]=[CH:16][CH:15]=2)=[O:11])[CH2:25][CH2:24][CH2:23][CH2:22][CH2:21]1.